The task is: Predict the reactants needed to synthesize the given product.. This data is from Full USPTO retrosynthesis dataset with 1.9M reactions from patents (1976-2016). (1) Given the product [Cl:12][C:7]1[N:6]=[C:5]([CH2:3][OH:4])[C:10]([O:19][C:13]2[CH:18]=[CH:17][CH:16]=[CH:15][CH:14]=2)=[CH:9][CH:8]=1, predict the reactants needed to synthesize it. The reactants are: CO[C:3]([C:5]1[C:10](F)=[CH:9][CH:8]=[C:7]([Cl:12])[N:6]=1)=[O:4].[C:13]1([OH:19])[CH:18]=[CH:17][CH:16]=[CH:15][CH:14]=1.C(=O)([O-])[O-].[K+].[K+].Cl.C(O)(=O)CC(CC(O)=O)(C(O)=O)O. (2) Given the product [C:1]([Si:5]([CH3:14])([CH3:13])[O:6][C@@H:7]1[CH2:8][CH2:9][C@H:10]([OH:12])[CH2:11]1)([CH3:4])([CH3:3])[CH3:2], predict the reactants needed to synthesize it. The reactants are: [C:1]([Si:5]([CH3:14])([CH3:13])[O:6][C@H:7]1[CH2:11][C@@H:10]([OH:12])[CH:9]=[CH:8]1)([CH3:4])([CH3:3])[CH3:2]. (3) Given the product [S:1]([OH:5])([OH:4])(=[O:3])=[O:2].[CH:19]1([N:7]([CH:27]([CH3:29])[CH3:26])[OH:6])[CH2:24][CH2:23][CH2:22][CH2:21][CH2:20]1.[CH:19]1([N:7]([CH:27]([CH3:29])[CH3:26])[OH:6])[CH2:24][CH2:23][CH2:22][CH2:21][CH2:20]1.[OH-:13].[Na+:18], predict the reactants needed to synthesize it. The reactants are: [S:1]([O-:5])([O-:4])(=[O:3])=[O:2].[OH:6][NH3+:7].O[NH3+].NO.S(=O)(=O)(O)[OH:13].[OH-].[Na+:18].[C:19]1(=O)[CH2:24][CH2:23][CH2:22][CH2:21][CH2:20]1.[CH3:26][C:27]([CH3:29])=O. (4) Given the product [Cl:34][C:29]1[C:28]([CH3:35])=[C:27]([CH:32]=[CH:31][C:30]=1[Cl:33])[O:26][CH:23]1[CH2:22][CH2:21][N:20]([CH2:19][C@H:18]([OH:36])[CH2:17][NH:16][C:10](=[O:12])[CH2:9][O:8][C:7]2[CH:6]=[C:5]([CH:15]=[CH:14][CH:13]=2)[C:3]([O:2][CH3:1])=[O:4])[CH2:25][CH2:24]1, predict the reactants needed to synthesize it. The reactants are: [CH3:1][O:2][C:3]([C:5]1[CH:6]=[C:7]([CH:13]=[CH:14][CH:15]=1)[O:8][CH2:9][C:10]([OH:12])=O)=[O:4].[NH2:16][CH2:17][C@@H:18]([OH:36])[CH2:19][N:20]1[CH2:25][CH2:24][CH:23]([O:26][C:27]2[CH:32]=[CH:31][C:30]([Cl:33])=[C:29]([Cl:34])[C:28]=2[CH3:35])[CH2:22][CH2:21]1. (5) The reactants are: [CH2:1]([N:3]1[CH2:7][CH2:6][C@H:5]([C:8]([C:17]2[CH:22]=[CH:21][CH:20]=[CH:19][CH:18]=2)([C:11]2[CH:16]=[CH:15][CH:14]=[CH:13][CH:12]=2)[C:9]#[N:10])[CH2:4]1)[CH3:2].[OH-:23].[Na+]. Given the product [CH2:1]([N:3]1[CH2:7][CH2:6][C@H:5]([C:8]([C:17]2[CH:18]=[CH:19][CH:20]=[CH:21][CH:22]=2)([C:11]2[CH:12]=[CH:13][CH:14]=[CH:15][CH:16]=2)[C:9]([NH2:10])=[O:23])[CH2:4]1)[CH3:2], predict the reactants needed to synthesize it. (6) Given the product [F:1][C:2]1[CH:40]=[C:39]([NH:41][C:42]([C:44]2[C:45](=[O:57])[N:46]([C:50]3[CH:51]=[CH:52][C:53]([F:56])=[CH:54][CH:55]=3)[N:47]=[CH:48][CH:49]=2)=[O:43])[CH:38]=[CH:37][C:3]=1[O:4][C:5]1[CH:10]=[CH:9][N:8]=[C:7]2[N:11]([CH2:28][C:29]3[CH:34]=[CH:33][C:32]([O:35][CH3:36])=[CH:31][CH:30]=3)[N:12]=[C:13]([O:14][C@H:15]3[CH2:20][CH2:19][CH2:18][NH:17][CH2:16]3)[C:6]=12, predict the reactants needed to synthesize it. The reactants are: [F:1][C:2]1[CH:40]=[C:39]([NH:41][C:42]([C:44]2[C:45](=[O:57])[N:46]([C:50]3[CH:55]=[CH:54][C:53]([F:56])=[CH:52][CH:51]=3)[N:47]=[CH:48][CH:49]=2)=[O:43])[CH:38]=[CH:37][C:3]=1[O:4][C:5]1[CH:10]=[CH:9][N:8]=[C:7]2[N:11]([CH2:28][C:29]3[CH:34]=[CH:33][C:32]([O:35][CH3:36])=[CH:31][CH:30]=3)[N:12]=[C:13]([O:14][C@H:15]3[CH2:20][CH2:19][CH2:18][N:17](C(OC(C)(C)C)=O)[CH2:16]3)[C:6]=12.C(O)(C(F)(F)F)=O. (7) Given the product [F:13][CH:14]([F:55])[C:15]1[N:19]([C:20]2[N:25]=[C:24]3[C:23]([NH:40][C:1](=[O:2])[N:26]3[CH:27]3[CH2:32][CH2:31][N:30]([C:33]([O:35][C:36]([CH3:39])([CH3:38])[CH3:37])=[O:34])[CH2:29][CH2:28]3)=[C:22]([N:43]3[CH2:48][CH2:47][O:46][CH2:45][CH2:44]3)[N:21]=2)[C:18]2[CH:49]=[CH:50][CH:51]=[C:52]([O:53][CH3:54])[C:17]=2[N:16]=1, predict the reactants needed to synthesize it. The reactants are: [C:1](N1C=CN=C1)(N1C=CN=C1)=[O:2].[F:13][CH:14]([F:55])[C:15]1[N:19]([C:20]2[N:25]=[C:24]([NH:26][CH:27]3[CH2:32][CH2:31][N:30]([C:33]([O:35][C:36]([CH3:39])([CH3:38])[CH3:37])=[O:34])[CH2:29][CH2:28]3)[C:23]([N+:40]([O-])=O)=[C:22]([N:43]3[CH2:48][CH2:47][O:46][CH2:45][CH2:44]3)[N:21]=2)[C:18]2[CH:49]=[CH:50][CH:51]=[C:52]([O:53][CH3:54])[C:17]=2[N:16]=1.